The task is: Binary Classification. Given a drug SMILES string, predict its activity (active/inactive) in a high-throughput screening assay against a specified biological target.. This data is from HIV replication inhibition screening data with 41,000+ compounds from the AIDS Antiviral Screen. The compound is N.O=c1ccn(C(CO)OC(CO)CCP(=O)(O)O)c(=O)[nH]1. The result is 0 (inactive).